Dataset: Reaction yield outcomes from USPTO patents with 853,638 reactions. Task: Predict the reaction yield, written as a fraction of the theoretical maximum amount of product (1.0 means a 100% yield; for example, 0.34 means a 34% yield). (1) The reactants are C(OC([C@H:8]1[NH:13][C:12]([CH3:17])([C:14]([OH:16])=O)[CH2:11][C:10](=[O:18])[N:9]1[CH3:19])=O)(C)(C)C.C[N:21](C(ON1N=NC2C=CC=CC1=2)=[N+](C)C)C.[B-](F)(F)(F)F.C1C=CC2N(O)N=NC=2C=1.CCN(C(C)C)C(C)C.O[N:62]=[C:63]([NH2:74])[C:64]1[CH:69]=[CH:68][CH:67]=[C:66]([C:70]([F:73])([F:72])[F:71])[CH:65]=1.CCCC[N+](CCCC)(CCCC)CCCC.[F-]. The catalyst is CN(C=O)C.CCOC(C)=O. The product is [NH:21]=[C:8]1[N:9]([CH3:19])[C:10](=[O:18])[CH2:11][C@@:12]([CH3:17])([C:14]2[O:16][N:74]=[C:63]([C:64]3[CH:69]=[CH:68][CH:67]=[C:66]([C:70]([F:73])([F:72])[F:71])[CH:65]=3)[N:62]=2)[NH:13]1. The yield is 0.260. (2) The reactants are [NH2:1][C:2]1[C:3]([F:17])=[C:4]([CH:13]=[CH:14][C:15]=1[F:16])[O:5][CH2:6][C:7]([O:9][CH:10]([CH3:12])[CH3:11])=[O:8].[Br:18][C:19]1[CH:24]=[C:23]([CH3:25])[CH:22]=[C:21]([CH2:26]Br)[CH:20]=1.C([O-])([O-])=O.[K+].[K+]. The catalyst is CS(C)=O.O. The product is [Br:18][C:19]1[CH:20]=[C:21]([CH2:26][NH:1][C:2]2[C:3]([F:17])=[C:4]([CH:13]=[CH:14][C:15]=2[F:16])[O:5][CH2:6][C:7]([O:9][CH:10]([CH3:12])[CH3:11])=[O:8])[CH:22]=[C:23]([CH3:25])[CH:24]=1. The yield is 0.160. (3) The reactants are [CH3:1][C:2]1[C:10]([C:11](=O)[CH2:12][C:13]([O:15]C(C)(C)C)=O)=[C:5]2[CH:6]=[CH:7][CH:8]=[CH:9][N:4]2[N:3]=1.[SH:21][CH2:22][C:23]([O:25][CH3:26])=[O:24].[CH3:27]CO. No catalyst specified. The product is [OH:15][C:13]1[CH:12]=[C:11]([C:10]2[C:2]([CH3:1])=[N:3][N:4]3[CH:9]=[CH:8][CH:7]=[CH:6][C:5]=23)[S:21][C:22]=1[C:23]([O:25][CH2:26][CH3:27])=[O:24]. The yield is 0.230. (4) The reactants are [NH2:1][CH:2]1[CH2:7][CH2:6][CH:5]([NH:8][C:9]([NH:11][C:12]2[CH:17]=[CH:16][C:15]([C:18]([F:21])([F:20])[F:19])=[CH:14][CH:13]=2)=[O:10])[CH2:4][CH2:3]1.[CH3:22][S:23](Cl)(=[O:25])=[O:24].O.C(OCC)(=O)C. The catalyst is ClCCl. The product is [F:21][C:18]([F:19])([F:20])[C:15]1[CH:14]=[CH:13][C:12]([NH:11][C:9](=[O:10])[NH:8][CH:5]2[CH2:6][CH2:7][CH:2]([NH:1][S:23]([CH3:22])(=[O:25])=[O:24])[CH2:3][CH2:4]2)=[CH:17][CH:16]=1. The yield is 0.700. (5) The reactants are [O:1]=[C:2]1[NH:7][C:6]([CH:8]=O)=[CH:5][CH:4]=[CH:3]1.[CH2:10]([O:12][C:13]([C:15]1[NH:16][CH:17]=[CH:18][C:19]=1[NH2:20])=[O:14])[CH3:11].CC(O)=O.[BH3-]C#N.[Na+]. The catalyst is CCO. The product is [CH2:10]([O:12][C:13]([C:15]1[NH:16][CH:17]=[CH:18][C:19]=1[NH:20][CH2:8][C:6]1[NH:7][C:2](=[O:1])[CH:3]=[CH:4][CH:5]=1)=[O:14])[CH3:11]. The yield is 0.850. (6) The reactants are [Br:1][C:2]1[S:3][C:4](Br)=[N:5][N:6]=1.[CH3:8][NH:9][CH:10]1[CH2:15][C:14]([CH3:17])([CH3:16])[NH:13][C:12]([CH3:19])([CH3:18])[CH2:11]1.CCN(C(C)C)C(C)C. The catalyst is O1CCOCC1. The product is [Br:1][C:2]1[S:3][C:4]([N:9]([CH3:8])[CH:10]2[CH2:11][C:12]([CH3:18])([CH3:19])[NH:13][C:14]([CH3:17])([CH3:16])[CH2:15]2)=[N:5][N:6]=1. The yield is 0.720. (7) The reactants are NN.[Cl:3][C:4]1[S:8][C:7]([C:9]([NH:11][C@@H:12]([CH2:25][C:26]2[CH:31]=[CH:30][CH:29]=[C:28]([F:32])[CH:27]=2)[CH2:13][N:14]2C(=O)C3C(=CC=CC=3)C2=O)=[O:10])=[CH:6][C:5]=1[C:33]1[N:37]([CH2:38][CH3:39])[N:36]=[CH:35][C:34]=1[CH3:40]. The catalyst is CO. The product is [NH2:14][CH2:13][C@@H:12]([NH:11][C:9]([C:7]1[S:8][C:4]([Cl:3])=[C:5]([C:33]2[N:37]([CH2:38][CH3:39])[N:36]=[CH:35][C:34]=2[CH3:40])[CH:6]=1)=[O:10])[CH2:25][C:26]1[CH:31]=[CH:30][CH:29]=[C:28]([F:32])[CH:27]=1. The yield is 0.530.